From a dataset of Peptide-MHC class I binding affinity with 185,985 pairs from IEDB/IMGT. Regression. Given a peptide amino acid sequence and an MHC pseudo amino acid sequence, predict their binding affinity value. This is MHC class I binding data. (1) The peptide sequence is LTQIFEVYWY. The MHC is HLA-A03:01 with pseudo-sequence HLA-A03:01. The binding affinity (normalized) is 0.362. (2) The binding affinity (normalized) is 0.275. The peptide sequence is MLNRVQILM. The MHC is HLA-A02:06 with pseudo-sequence HLA-A02:06.